Regression. Given two drug SMILES strings and cell line genomic features, predict the synergy score measuring deviation from expected non-interaction effect. From a dataset of NCI-60 drug combinations with 297,098 pairs across 59 cell lines. (1) Drug 1: C1=CC(=CC=C1CC(C(=O)O)N)N(CCCl)CCCl.Cl. Drug 2: CCN(CC)CCCC(C)NC1=C2C=C(C=CC2=NC3=C1C=CC(=C3)Cl)OC. Cell line: EKVX. Synergy scores: CSS=11.7, Synergy_ZIP=-4.88, Synergy_Bliss=-3.88, Synergy_Loewe=-14.0, Synergy_HSA=-4.48. (2) Drug 1: C1=CC=C(C=C1)NC(=O)CCCCCCC(=O)NO. Drug 2: C1=CC=C(C(=C1)C(C2=CC=C(C=C2)Cl)C(Cl)Cl)Cl. Cell line: MALME-3M. Synergy scores: CSS=25.6, Synergy_ZIP=-5.49, Synergy_Bliss=6.30, Synergy_Loewe=-45.1, Synergy_HSA=-0.156. (3) Drug 1: CC1=C(C=C(C=C1)C(=O)NC2=CC(=CC(=C2)C(F)(F)F)N3C=C(N=C3)C)NC4=NC=CC(=N4)C5=CN=CC=C5. Drug 2: CN(C(=O)NC(C=O)C(C(C(CO)O)O)O)N=O. Cell line: NCI-H522. Synergy scores: CSS=-3.83, Synergy_ZIP=-0.604, Synergy_Bliss=-1.76, Synergy_Loewe=-2.94, Synergy_HSA=-2.93. (4) Drug 1: C1=CC(=CC=C1C#N)C(C2=CC=C(C=C2)C#N)N3C=NC=N3. Drug 2: CC1=C(C=C(C=C1)C(=O)NC2=CC(=CC(=C2)C(F)(F)F)N3C=C(N=C3)C)NC4=NC=CC(=N4)C5=CN=CC=C5. Cell line: HCC-2998. Synergy scores: CSS=3.40, Synergy_ZIP=4.70, Synergy_Bliss=0.195, Synergy_Loewe=-1.68, Synergy_HSA=-1.75. (5) Drug 2: C(=O)(N)NO. Drug 1: COC1=CC(=CC(=C1O)OC)C2C3C(COC3=O)C(C4=CC5=C(C=C24)OCO5)OC6C(C(C7C(O6)COC(O7)C8=CC=CS8)O)O. Cell line: ACHN. Synergy scores: CSS=73.7, Synergy_ZIP=4.01, Synergy_Bliss=5.10, Synergy_Loewe=0.496, Synergy_HSA=8.62. (6) Drug 1: CC1=CC=C(C=C1)C2=CC(=NN2C3=CC=C(C=C3)S(=O)(=O)N)C(F)(F)F. Drug 2: CC1C(C(CC(O1)OC2CC(CC3=C2C(=C4C(=C3O)C(=O)C5=CC=CC=C5C4=O)O)(C(=O)C)O)N)O. Cell line: HL-60(TB). Synergy scores: CSS=52.6, Synergy_ZIP=-0.590, Synergy_Bliss=-0.397, Synergy_Loewe=-9.80, Synergy_HSA=1.47.